Dataset: NCI-60 drug combinations with 297,098 pairs across 59 cell lines. Task: Regression. Given two drug SMILES strings and cell line genomic features, predict the synergy score measuring deviation from expected non-interaction effect. (1) Drug 1: C1=C(C(=O)NC(=O)N1)F. Drug 2: CC1=C(C=C(C=C1)C(=O)NC2=CC(=CC(=C2)C(F)(F)F)N3C=C(N=C3)C)NC4=NC=CC(=N4)C5=CN=CC=C5. Cell line: HT29. Synergy scores: CSS=42.9, Synergy_ZIP=2.08, Synergy_Bliss=-1.16, Synergy_Loewe=-4.67, Synergy_HSA=-3.40. (2) Drug 1: C1=CC(=CC=C1C#N)C(C2=CC=C(C=C2)C#N)N3C=NC=N3. Drug 2: C1C(C(OC1N2C=NC3=C2NC=NCC3O)CO)O. Cell line: OVCAR-4. Synergy scores: CSS=2.36, Synergy_ZIP=-2.42, Synergy_Bliss=-4.15, Synergy_Loewe=-5.59, Synergy_HSA=-3.74. (3) Drug 1: C1=NC2=C(N=C(N=C2N1C3C(C(C(O3)CO)O)F)Cl)N. Drug 2: CC1=C(C(=O)C2=C(C1=O)N3CC4C(C3(C2COC(=O)N)OC)N4)N. Cell line: CAKI-1. Synergy scores: CSS=31.2, Synergy_ZIP=6.14, Synergy_Bliss=1.98, Synergy_Loewe=-7.58, Synergy_HSA=-4.09. (4) Drug 1: CC1C(C(CC(O1)OC2CC(CC3=C2C(=C4C(=C3O)C(=O)C5=C(C4=O)C(=CC=C5)OC)O)(C(=O)CO)O)N)O.Cl. Drug 2: CS(=O)(=O)OCCCCOS(=O)(=O)C. Cell line: HT29. Synergy scores: CSS=2.41, Synergy_ZIP=1.57, Synergy_Bliss=2.37, Synergy_Loewe=2.69, Synergy_HSA=0.805. (5) Drug 1: CS(=O)(=O)C1=CC(=C(C=C1)C(=O)NC2=CC(=C(C=C2)Cl)C3=CC=CC=N3)Cl. Drug 2: C1=NC2=C(N=C(N=C2N1C3C(C(C(O3)CO)O)F)Cl)N. Cell line: UO-31. Synergy scores: CSS=33.0, Synergy_ZIP=-13.9, Synergy_Bliss=-13.6, Synergy_Loewe=-22.2, Synergy_HSA=-10.4. (6) Drug 1: C1=C(C(=O)NC(=O)N1)F. Drug 2: CS(=O)(=O)OCCCCOS(=O)(=O)C. Cell line: DU-145. Synergy scores: CSS=30.9, Synergy_ZIP=-2.25, Synergy_Bliss=-4.89, Synergy_Loewe=-18.9, Synergy_HSA=-4.77. (7) Drug 1: CC1=C2C(C(=O)C3(C(CC4C(C3C(C(C2(C)C)(CC1OC(=O)C(C(C5=CC=CC=C5)NC(=O)OC(C)(C)C)O)O)OC(=O)C6=CC=CC=C6)(CO4)OC(=O)C)OC)C)OC. Drug 2: C1=NC2=C(N=C(N=C2N1C3C(C(C(O3)CO)O)O)F)N. Cell line: U251. Synergy scores: CSS=42.4, Synergy_ZIP=1.12, Synergy_Bliss=-1.10, Synergy_Loewe=-36.4, Synergy_HSA=-1.01. (8) Drug 1: CN(C)N=NC1=C(NC=N1)C(=O)N. Drug 2: CC(C)(C#N)C1=CC(=CC(=C1)CN2C=NC=N2)C(C)(C)C#N. Cell line: MALME-3M. Synergy scores: CSS=-7.88, Synergy_ZIP=1.41, Synergy_Bliss=-4.91, Synergy_Loewe=-7.79, Synergy_HSA=-7.85.